This data is from Catalyst prediction with 721,799 reactions and 888 catalyst types from USPTO. The task is: Predict which catalyst facilitates the given reaction. (1) Reactant: [NH2:1][C:2]1[CH:7]=[CH:6][C:5]([C:8]2[C:12]3[C:13]([NH2:18])=[N:14][CH:15]=[C:16]([I:17])[C:11]=3[O:10][CH:9]=2)=[CH:4][C:3]=1[O:19][CH3:20].[CH3:21][N:22]1[C:26]2[CH:27]=[CH:28][CH:29]=[CH:30][C:25]=2[N:24]=[C:23]1[C:31](Cl)=[O:32]. Product: [NH2:18][C:13]1[C:12]2[C:8]([C:5]3[CH:6]=[CH:7][C:2]([NH:1][C:31]([C:23]4[N:22]([CH3:21])[C:26]5[CH:27]=[CH:28][CH:29]=[CH:30][C:25]=5[N:24]=4)=[O:32])=[C:3]([O:19][CH3:20])[CH:4]=3)=[CH:9][O:10][C:11]=2[C:16]([I:17])=[CH:15][N:14]=1. The catalyst class is: 17. (2) Reactant: [CH:1]1([C:4]2[C:12](B3OC(C)(C)C(C)(C)O3)=[CH:11][CH:10]=[C:9]3[C:5]=2[CH2:6][C:7](=[O:23])[N:8]3[CH3:22])[CH2:3][CH2:2]1.Br[C:25]1[CH:26]=[C:27]([CH2:31][OH:32])[CH:28]=[N:29][CH:30]=1.COCCOC.C(=O)([O-])[O-].[Na+].[Na+]. Product: [CH:1]1([C:4]2[C:12]([C:25]3[CH:30]=[N:29][CH:28]=[C:27]([CH2:31][OH:32])[CH:26]=3)=[CH:11][CH:10]=[C:9]3[C:5]=2[CH2:6][C:7](=[O:23])[N:8]3[CH3:22])[CH2:2][CH2:3]1. The catalyst class is: 668. (3) Product: [CH3:41][C:36]1[CH:37]=[C:38]([CH3:40])[N:39]=[C:34]([N:29]2[CH2:30][CH2:31][C:26]3([N:21]([CH2:20][C:15]4[CH:16]=[CH:17][CH:18]=[C:19]5[C:14]=4[CH:13]=[CH:12][N:11]5[S:1]([C:4]4[CH:5]=[CH:6][C:7]([CH3:8])=[CH:9][CH:10]=4)(=[O:2])=[O:3])[C:22](=[O:32])[CH2:23][CH2:24][CH2:25]3)[CH2:27][CH2:28]2)[N:35]=1. Reactant: [S:1]([N:11]1[C:19]2[C:14](=[C:15]([CH2:20][N:21]3[C:26]4([CH2:31][CH2:30][NH:29][CH2:28][CH2:27]4)[CH2:25][CH2:24][CH2:23][C:22]3=[O:32])[CH:16]=[CH:17][CH:18]=2)[CH:13]=[CH:12]1)([C:4]1[CH:10]=[CH:9][C:7]([CH3:8])=[CH:6][CH:5]=1)(=[O:3])=[O:2].Cl[C:34]1[N:39]=[C:38]([CH3:40])[CH:37]=[C:36]([CH3:41])[N:35]=1.C1CCN2C(=NCCC2)CC1. The catalyst class is: 37. (4) Reactant: [N+:1]([C:4]1[C:5]([NH:13][C@H:14]2[CH2:19][CH2:18][C@H:17]([CH2:20]O)[CH2:16][CH2:15]2)=[C:6]2[S:12][CH:11]=[CH:10][C:7]2=[N:8][CH:9]=1)([O-:3])=[O:2].COCCN(CCOC)S(F)(F)[F:28]. Product: [F:28][CH2:20][C@H:17]1[CH2:18][CH2:19][C@H:14]([NH:13][C:5]2[C:4]([N+:1]([O-:3])=[O:2])=[CH:9][N:8]=[C:7]3[CH:10]=[CH:11][S:12][C:6]=23)[CH2:15][CH2:16]1. The catalyst class is: 2. (5) The catalyst class is: 8. Reactant: BrC1C=CC(O)=C(C2C=[CH:16][C:15]3[C:10](=[CH:11][CH:12]=[C:13]([C:18]4[N:22]([CH:23]5[CH2:28][CH2:27][CH2:26][CH2:25][CH2:24]5)[C:21]5[CH:29]=[CH:30][C:31]([C:33]([OH:35])=[O:34])=[CH:32][C:20]=5[N:19]=4)[CH:14]=3)[N:9]=2)C=1.[NH2:37][C:38]1[CH:42]=[C:41]([C:43]2[CH:48]=[CH:47][CH:46]=[CH:45][CH:44]=2)[S:40][C:39]=1[C:49](=O)[CH3:50].[OH-].[K+]. Product: [NH2:37][C:38]1[CH:42]=[C:41]([C:43]2[CH:48]=[CH:47][CH:46]=[CH:45][CH:44]=2)[S:40][C:39]=1[C:49]1[CH:50]=[CH:16][C:15]2[C:10](=[CH:11][CH:12]=[C:13]([C:18]3[N:22]([CH:23]4[CH2:24][CH2:25][CH2:26][CH2:27][CH2:28]4)[C:21]4[CH:29]=[CH:30][C:31]([C:33]([OH:35])=[O:34])=[CH:32][C:20]=4[N:19]=3)[CH:14]=2)[N:9]=1. (6) Reactant: [C:1]([O:5][C:6](=[O:35])[NH:7][C:8]1([C:16]2[NH:17][C:18](=[O:34])[C:19]([OH:33])=[C:20]([C:22](=[O:32])[NH:23][CH2:24][C:25]3[CH:30]=[CH:29][C:28]([F:31])=[CH:27][CH:26]=3)[N:21]=2)[CH2:13][CH2:12][CH:11]([CH2:14]O)[CH2:10][CH2:9]1)([CH3:4])([CH3:3])[CH3:2].CS(Cl)(=O)=O.[OH-].[Na+]. Product: [F:31][C:28]1[CH:27]=[CH:26][C:25]([CH2:24][NH:23][C:22]([C:20]2[N:21]=[C:16]3[C:8]4([NH:7][C:6](=[O:35])[O:5][C:1]([CH3:3])([CH3:2])[CH3:4])[CH2:9][CH2:10][CH:11]([CH2:12][CH2:13]4)[CH2:14][N:17]3[C:18](=[O:34])[C:19]=2[OH:33])=[O:32])=[CH:30][CH:29]=1. The catalyst class is: 44.